The task is: Predict the reaction yield, written as a fraction of the theoretical maximum amount of product (1.0 means a 100% yield; for example, 0.34 means a 34% yield).. This data is from Reaction yield outcomes from USPTO patents with 853,638 reactions. (1) The reactants are CC([C:5]([C:11]1[CH:16]=[CH:15][C:14]([C:17](=[C:25]2[CH2:32][CH2:31][CH2:30][CH2:29][CH2:28][CH2:27][CH2:26]2)[C:18]2[CH:23]=[CH:22][C:21]([OH:24])=[CH:20][CH:19]=2)=[CH:13][CH:12]=1)=[C:6]([CH3:10])[C:7]([O-:9])=[O:8])(C)C.C(O)(C(F)(F)F)=O. No catalyst specified. The product is [C:25]1(=[C:17]([C:18]2[CH:23]=[CH:22][C:21]([OH:24])=[CH:20][CH:19]=2)[C:14]2[CH:15]=[CH:16][C:11](/[CH:5]=[C:6](\[CH3:10])/[C:7]([OH:9])=[O:8])=[CH:12][CH:13]=2)[CH2:32][CH2:31][CH2:30][CH2:29][CH2:28][CH2:27][CH2:26]1. The yield is 0.920. (2) The reactants are N[CH2:2][C:3]([C:6]1[NH:7][C:8]2[C:13]([CH:14]=1)=[CH:12][C:11]([NH:15][C:16]([C:18]1([C:21]3[CH:29]=[CH:28][C:24]4[O:25][CH2:26][O:27][C:23]=4[CH:22]=3)[CH2:20][CH2:19]1)=[O:17])=[CH:10][CH:9]=2)(C)[CH3:4].C(=O)([O-])[O-].[K+].[K+].IC.O.[CH3:39][N:40]([CH:42]=O)[CH3:41]. No catalyst specified. The product is [O:25]1[C:24]2[CH:28]=[CH:29][C:21]([C:18]3([C:16]([NH:15][C:11]4[CH:12]=[C:13]5[C:8](=[CH:9][CH:10]=4)[NH:7][C:6]([C:3]([CH3:4])([CH3:2])[CH2:42][N:40]([CH3:39])[CH3:41])=[CH:14]5)=[O:17])[CH2:20][CH2:19]3)=[CH:22][C:23]=2[O:27][CH2:26]1. The yield is 0.330. (3) The reactants are [P:1](Cl)(Cl)([O:3][C:4]1[CH:9]=[CH:8][CH:7]=[CH:6][CH:5]=1)=[O:2].[NH2:12][C@@H:13]([CH3:21])[C:14]([O:16][CH2:17][CH2:18][CH2:19][CH3:20])=[O:15].CCN(CC)CC.[F:29][C:30]1[C:35]([F:36])=[C:34]([F:37])[C:33]([F:38])=[C:32]([F:39])[C:31]=1[OH:40]. The catalyst is ClCCl.C(OCC)C. The product is [F:29][C:30]1[C:35]([F:36])=[C:34]([F:37])[C:33]([F:38])=[C:32]([F:39])[C:31]=1[O:40][P:1]([NH:12][C@@H:13]([CH3:21])[C:14]([O:16][CH2:17][CH2:18][CH2:19][CH3:20])=[O:15])([O:3][C:4]1[CH:9]=[CH:8][CH:7]=[CH:6][CH:5]=1)=[O:2]. The yield is 0.0580. (4) The reactants are [CH3:1][N:2]1[C:6]([C:7]2([OH:14])[CH2:13][CH2:12][CH:11]=[CH:10][CH2:9]C2)=[C:5]([N+:15]([O-:17])=[O:16])[CH:4]=[N:3]1.CN1C=C([N+]([O-])=O)C=N1.[CH2:27]1[O:37]C2(CCC(=O)CC2)[O:29][CH2:28]1. The product is [CH3:1][N:2]1[C:6]([C:7]2([OH:14])[CH2:13][CH2:12][C:11]3([O:37][CH2:27][CH2:28][O:29]3)[CH2:10][CH2:9]2)=[C:5]([N+:15]([O-:17])=[O:16])[CH:4]=[N:3]1. The yield is 0.830. No catalyst specified. (5) The reactants are C(N(CC)C(C)C)(C)C.Cl.Cl.[CH3:12][Si:13]([CH3:40])([CH3:39])[CH2:14][CH2:15][O:16][CH2:17][N:18]1[C:22]2[N:23]=[CH:24][N:25]=[C:26]([C:27]3[CH:28]=[N:29][N:30]([C:32]4([CH2:36][C:37]#[N:38])[CH2:35][NH:34][CH2:33]4)[CH:31]=3)[C:21]=2[CH:20]=[CH:19]1.Cl[C:42]1[N:43]=[CH:44][C:45]([C:48]([NH:50][C@@H:51]([CH3:56])[C:52]([F:55])([F:54])[F:53])=[O:49])=[N:46][CH:47]=1.C([O-])(O)=O.[Na+]. The catalyst is CN1C(=O)CCC1. The product is [C:37]([CH2:36][C:32]1([N:30]2[CH:31]=[C:27]([C:26]3[C:21]4[CH:20]=[CH:19][N:18]([CH2:17][O:16][CH2:15][CH2:14][Si:13]([CH3:39])([CH3:12])[CH3:40])[C:22]=4[N:23]=[CH:24][N:25]=3)[CH:28]=[N:29]2)[CH2:33][N:34]([C:42]2[N:43]=[CH:44][C:45]([C:48]([NH:50][C@@H:51]([CH3:56])[C:52]([F:55])([F:54])[F:53])=[O:49])=[N:46][CH:47]=2)[CH2:35]1)#[N:38]. The yield is 0.730.